From a dataset of NCI-60 drug combinations with 297,098 pairs across 59 cell lines. Regression. Given two drug SMILES strings and cell line genomic features, predict the synergy score measuring deviation from expected non-interaction effect. Drug 1: C1=NC2=C(N=C(N=C2N1C3C(C(C(O3)CO)O)O)F)N. Drug 2: CC(C)NC(=O)C1=CC=C(C=C1)CNNC.Cl. Cell line: NCI-H322M. Synergy scores: CSS=-4.68, Synergy_ZIP=1.71, Synergy_Bliss=-1.83, Synergy_Loewe=-4.61, Synergy_HSA=-5.48.